This data is from Catalyst prediction with 721,799 reactions and 888 catalyst types from USPTO. The task is: Predict which catalyst facilitates the given reaction. (1) Reactant: CC([Si](C(C)C)([S:8][C:9]1[CH:10]=[C:11]([CH:23]=[CH:24][CH:25]=1)[O:12][CH2:13][CH2:14][C:15]1[N:20]=[C:19](CN)[CH:18]=[CH:17][CH:16]=1)C(C)C)C.[F-].[CH2:30]([N+:34](CCCC)(CCCC)CCCC)CCC.Br[CH2:48][C:49](=[O:57])[CH2:50][CH2:51][C:52]([O:54][CH2:55][CH3:56])=[O:53]. Product: [CH3:30][NH:34][C:19]1[N:20]=[C:15]([CH2:14][CH2:13][O:12][C:11]2[CH:10]=[C:9]([S:8][CH2:48][C:49](=[O:57])[CH2:50][CH2:51][C:52]([O:54][CH2:55][CH3:56])=[O:53])[CH:25]=[CH:24][CH:23]=2)[CH:16]=[CH:17][CH:18]=1. The catalyst class is: 1. (2) Reactant: N1C2C(=CC=C3C=2N=CC=C3)C=CC=1.C(=O)([O-])[O-].[Cs+].[Cs+].[CH2:21]([C:28]1[CH:33]=[CH:32][C:31]([NH:34][C:35](=[O:45])[C:36]2[CH:41]=[CH:40][C:39]([CH:42]=[O:43])=[CH:38][C:37]=2[F:44])=[C:30](I)[CH:29]=1)[C:22]1[CH:27]=[CH:26][CH:25]=[CH:24][CH:23]=1. Product: [CH2:21]([C:28]1[CH:33]=[CH:32][C:31]2[N:34]=[C:35]([C:36]3[CH:41]=[CH:40][C:39]([CH:42]=[O:43])=[CH:38][C:37]=3[F:44])[O:45][C:30]=2[CH:29]=1)[C:22]1[CH:27]=[CH:26][CH:25]=[CH:24][CH:23]=1. The catalyst class is: 12. (3) Reactant: [Cl:1][C:2]1[C:7]([CH3:8])=[C:6]([C:9]([OH:11])=[O:10])[CH:5]=[CH:4][N:3]=1.[C:12](=O)([O-])[O-].[K+].[K+].CI. Product: [Cl:1][C:2]1[C:7]([CH3:8])=[C:6]([C:9]([O:11][CH3:12])=[O:10])[CH:5]=[CH:4][N:3]=1. The catalyst class is: 3. (4) Reactant: [C:1]([NH:11][CH2:12][C:13]([OH:15])=O)([O:3][CH2:4][C:5]1[CH:10]=[CH:9][CH:8]=[CH:7][CH:6]=1)=[O:2].CCN=C=NCCCN(C)C.CCN(C(C)C)C(C)C.[Si:36]([O:43][CH2:44][CH2:45][N:46]([CH2:61][CH2:62][C:63]([O:65][CH2:66][C:67]1[CH:72]=[CH:71][CH:70]=[CH:69][CH:68]=1)=[O:64])[C:47](=[O:60])[CH2:48][NH:49][CH2:50][CH2:51][O:52][Si:53]([CH3:59])([CH3:58])[C:54]([CH3:57])([CH3:56])[CH3:55])([C:39]([CH3:42])([CH3:41])[CH3:40])([CH3:38])[CH3:37]. Product: [CH2:4]([O:3][C:1]([NH:11][CH2:12][C:13]([N:49]([CH2:48][C:47](=[O:60])[N:46]([CH2:45][CH2:44][O:43][Si:36]([C:39]([CH3:42])([CH3:41])[CH3:40])([CH3:37])[CH3:38])[CH2:61][CH2:62][C:63]([O:65][CH2:66][C:67]1[CH:68]=[CH:69][CH:70]=[CH:71][CH:72]=1)=[O:64])[CH2:50][CH2:51][O:52][Si:53]([CH3:59])([CH3:58])[C:54]([CH3:55])([CH3:56])[CH3:57])=[O:15])=[O:2])[C:5]1[CH:6]=[CH:7][CH:8]=[CH:9][CH:10]=1. The catalyst class is: 2. (5) Reactant: [CH:1]1([C:4]2[CH:17]=[CH:16][C:7](/[CH:8]=[N:9]/[S@:10]([C:12]([CH3:15])([CH3:14])[CH3:13])=[O:11])=[CH:6][CH:5]=2)[CH2:3][CH2:2]1.[CH2:18]([Li])[CH3:19].N#N. Product: [CH:1]1([C:4]2[CH:17]=[CH:16][C:7]([C@@H:8]([NH:9][S@:10]([C:12]([CH3:13])([CH3:14])[CH3:15])=[O:11])[CH2:18][CH3:19])=[CH:6][CH:5]=2)[CH2:2][CH2:3]1. The catalyst class is: 1. (6) Reactant: Cl[C:2]1[N:7]=[CH:6][C:5]([C:8]2[S:9][C:10]3[CH2:16][CH2:15][N:14]([CH:17]4[CH2:20][CH2:19][CH2:18]4)[CH2:13][CH2:12][C:11]=3[N:21]=2)=[CH:4][CH:3]=1.[NH:22]1[CH2:27][CH2:26][CH2:25][CH2:24][CH2:23]1. Product: [CH:17]1([N:14]2[CH2:15][CH2:16][C:10]3[S:9][C:8]([C:5]4[CH:6]=[N:7][C:2]([N:22]5[CH2:27][CH2:26][CH2:25][CH2:24][CH2:23]5)=[CH:3][CH:4]=4)=[N:21][C:11]=3[CH2:12][CH2:13]2)[CH2:20][CH2:19][CH2:18]1. The catalyst class is: 11.